From a dataset of Retrosynthesis with 50K atom-mapped reactions and 10 reaction types from USPTO. Predict the reactants needed to synthesize the given product. (1) Given the product Cc1ccc2c(c1)c(=O)oc(=O)n2Cc1ccc(F)cc1, predict the reactants needed to synthesize it. The reactants are: Cc1ccc2[nH]c(=O)oc(=O)c2c1.Fc1ccc(CBr)cc1. (2) Given the product CCCn1ccc2c1CC(c1ccccc1)CC2=NNC(=N)N, predict the reactants needed to synthesize it. The reactants are: CCCn1ccc2c1CC(c1ccccc1)CC2=O.N=C(N)NN. (3) Given the product N#Cc1ccc(-c2ccc3oc(CCn4ccnc4)cc3c2)cc1, predict the reactants needed to synthesize it. The reactants are: CS(=O)(=O)OCCc1cc2cc(-c3ccc(C#N)cc3)ccc2o1.c1c[nH]cn1. (4) Given the product COC(=O)c1ccc(N2CCC(O)CC2)cc1Br, predict the reactants needed to synthesize it. The reactants are: COC(=O)c1ccc(F)cc1Br.OC1CCNCC1. (5) Given the product CCOc1ccc2c(c1)C(C)(c1cc(CN3CCCC3)ccc1Cl)C(=O)N2, predict the reactants needed to synthesize it. The reactants are: C1CCNC1.CCOc1ccc2c(c1)C(C)(c1cc(C=O)ccc1Cl)C(=O)N2. (6) Given the product O=C(OCCOCCn1ccc2ncnc(Nc3ccc(OC4CCNCC4)c(Cl)c3)c21)c1ccccc1, predict the reactants needed to synthesize it. The reactants are: CC(C)(C)OC(=O)N1CCC(Oc2ccc(Nc3ncnc4ccn(CCOCCOC(=O)c5ccccc5)c34)cc2Cl)CC1.